The task is: Predict the reactants needed to synthesize the given product.. This data is from Full USPTO retrosynthesis dataset with 1.9M reactions from patents (1976-2016). (1) Given the product [Cl:14][C:5]1[S:1][C:2]2[CH:8]=[CH:7][S:6][C:3]=2[CH:4]=1, predict the reactants needed to synthesize it. The reactants are: [S:1]1[CH:5]=[CH:4][C:3]2[S:6][CH:7]=[CH:8][C:2]1=2.C([Li])CCC.[Cl:14]C(Cl)(Cl)C(Cl)(Cl)Cl.[Cl-].[NH4+]. (2) Given the product [Br:1][C:2]1[CH:7]=[CH:6][C:5]([N:8]2[C:12](=[O:13])[N:11]([CH2:22][C:23]#[N:24])[N:10]=[CH:9]2)=[C:4]([F:14])[CH:3]=1, predict the reactants needed to synthesize it. The reactants are: [Br:1][C:2]1[CH:7]=[CH:6][C:5]([N:8]2[C:12](=[O:13])[NH:11][N:10]=[CH:9]2)=[C:4]([F:14])[CH:3]=1.C(=O)([O-])[O-].[K+].[K+].Cl[CH2:22][C:23]#[N:24]. (3) The reactants are: [CH3:1][CH:2]1[C:7](=O)[CH2:6][CH2:5][CH2:4][C:3]1=[O:9].[N:10]1[C:19]2[C:14](=[CH:15][C:16]([NH2:20])=[CH:17][CH:18]=2)[CH:13]=[CH:12][CH:11]=1. Given the product [CH3:1][C:2]1[C:3](=[O:9])[CH2:4][CH2:5][CH2:6][C:7]=1[NH:20][C:16]1[CH:15]=[C:14]2[C:19](=[CH:18][CH:17]=1)[N:10]=[CH:11][CH:12]=[CH:13]2, predict the reactants needed to synthesize it. (4) Given the product [ClH:1].[NH2:14][C@@H:12]([C:11]1[C:2](=[O:23])[NH:3][C:4]2[C:9]([CH:10]=1)=[CH:8][C:7]([Cl:21])=[CH:6][CH:5]=2)[CH3:13], predict the reactants needed to synthesize it. The reactants are: [Cl:1][C:2]1[C:11]([C@H:12]([NH:14][S@@](C(C)(C)C)=O)[CH3:13])=[CH:10][C:9]2[C:4](=[CH:5][CH:6]=[C:7]([Cl:21])[CH:8]=2)[N:3]=1.Cl.[O:23]1CCOCC1. (5) Given the product [C:33]([O:32][C:28]([NH:29][NH:30][C:23](=[O:24])[C:22]1[CH:21]=[CH:20][C:19]([O:18][C@H:15]2[CH2:16][CH2:17][C@H:12]([C:10]([N:7]3[CH2:6][CH2:5][N:4]([CH:1]([CH3:2])[CH3:3])[CH2:9][CH2:8]3)=[O:11])[CH2:13][CH2:14]2)=[CH:27][CH:26]=1)=[O:31])([CH3:36])([CH3:35])[CH3:34], predict the reactants needed to synthesize it. The reactants are: [CH:1]([N:4]1[CH2:9][CH2:8][N:7]([C:10]([C@H:12]2[CH2:17][CH2:16][C@H:15]([O:18][C:19]3[CH:27]=[CH:26][C:22]([C:23](O)=[O:24])=[CH:21][CH:20]=3)[CH2:14][CH2:13]2)=[O:11])[CH2:6][CH2:5]1)([CH3:3])[CH3:2].[C:28]([O:32][C:33]([CH3:36])([CH3:35])[CH3:34])(=[O:31])[NH:29][NH2:30].Cl.CN(C)CCCN=C=NCC.ON1C2C=CC=CC=2N=N1.CN1CCOCC1. (6) Given the product [S:1]1[C:5]2[CH:6]=[C:7]([NH:10][C:11]3[CH:21]=[C:20]([NH:22][CH:23]([CH3:25])[CH3:24])[C:14]([C:15]([OH:17])=[O:16])=[CH:13][N:12]=3)[CH:8]=[CH:9][C:4]=2[N:3]=[CH:2]1, predict the reactants needed to synthesize it. The reactants are: [S:1]1[C:5]2[CH:6]=[C:7]([NH:10][C:11]3[CH:21]=[C:20]([NH:22][CH:23]([CH3:25])[CH3:24])[C:14]([C:15]([O:17]CC)=[O:16])=[CH:13][N:12]=3)[CH:8]=[CH:9][C:4]=2[N:3]=[CH:2]1.[Li+].[OH-]. (7) Given the product [Br:1][C:2]1[CH:3]=[CH:4][C:5]([Cl:10])=[C:6]([CH:9]=1)[CH2:7][N:25]=[N+:26]=[N-:27], predict the reactants needed to synthesize it. The reactants are: [Br:1][C:2]1[CH:3]=[CH:4][C:5]([Cl:10])=[C:6]([CH:9]=1)[CH2:7]O.C1C=CC(P([N:25]=[N+:26]=[N-:27])(C2C=CC=CC=2)=O)=CC=1.C1CCN2C(=NCCC2)CC1.